Predict the reactants needed to synthesize the given product. From a dataset of Full USPTO retrosynthesis dataset with 1.9M reactions from patents (1976-2016). (1) Given the product [C:20]([C:23]1[S:27][C:26]([C:2]2[N:6]3[N:7]=[C:8]([NH:11][CH2:12][CH2:13][CH2:14][C:15]([O:17][CH2:18][CH3:19])=[O:16])[CH:9]=[CH:10][C:5]3=[N:4][CH:3]=2)=[CH:25][CH:24]=1)(=[O:22])[CH3:21], predict the reactants needed to synthesize it. The reactants are: Br[C:2]1[N:6]2[N:7]=[C:8]([NH:11][CH2:12][CH2:13][CH2:14][C:15]([O:17][CH2:18][CH3:19])=[O:16])[CH:9]=[CH:10][C:5]2=[N:4][CH:3]=1.[C:20]([C:23]1[S:27][C:26](B(O)O)=[CH:25][CH:24]=1)(=[O:22])[CH3:21]. (2) Given the product [CH2:40]([C:33]1[CH:32]=[C:29]([O:30][CH3:31])[CH:28]=[CH:27][C:26]=1[C:2]1[CH:22]=[CH:21][C:5]2[C:6](=[O:20])[C:7]3[CH:8]=[C:9]4[C:13](=[CH:14][C:15]=3[Si:16]([CH3:18])([CH3:17])[C:4]=2[CH:3]=1)[N:12]([CH3:19])[CH2:11][CH2:10]4)[CH3:45], predict the reactants needed to synthesize it. The reactants are: I[C:2]1[CH:22]=[CH:21][C:5]2[C:6](=[O:20])[C:7]3[CH:8]=[C:9]4[C:13](=[CH:14][C:15]=3[Si:16]([CH3:18])([CH3:17])[C:4]=2[CH:3]=1)[N:12]([CH3:19])[CH2:11][CH2:10]4.C(N[C:26]1[CH:33]=[CH:32][C:29]([O:30][CH3:31])=[CH:28][CH:27]=1)C.C([O-])([O-])=O.[Cs+].[Cs+].[CH:40]1C=CC(P(C2C(C3C(P(C4C=CC=CC=4)C4C=CC=CC=4)=CC=C4C=3C=CC=C4)=C3C(C=CC=C3)=CC=2)C2C=CC=CC=2)=C[CH:45]=1. (3) Given the product [CH3:1][O:2][CH2:3][C:4]([NH:6][C:7]1[CH:15]=[CH:14][CH:13]=[C:12]2[C:8]=1[C:9](=[O:29])[N:10]([CH:17]1[CH2:22][CH:21]([OH:23])[C:20](=[O:27])[NH:19][C:18]1=[O:28])[C:11]2=[O:16])=[O:5], predict the reactants needed to synthesize it. The reactants are: [CH3:1][O:2][CH2:3][C:4]([NH:6][C:7]1[CH:15]=[CH:14][CH:13]=[C:12]2[C:8]=1[C:9](=[O:29])[N:10]([CH:17]1[CH2:22][CH:21]([O:23]C(=O)C)[C:20](=[O:27])[NH:19][C:18]1=[O:28])[C:11]2=[O:16])=[O:5].C1(C)C=CC(S(O)(=O)=O)=CC=1. (4) Given the product [C:40]([C:35]1[NH:36][C:37]2[C:33]([CH:34]=1)=[CH:32][C:31]([O:30][C:2]1[C:11]3[C:6](=[CH:7][C:8]([O:14][CH2:15][CH2:16][CH2:17][N:18]4[CH2:23][CH2:22][CH2:21][CH2:20][CH2:19]4)=[C:9]([O:12][CH3:13])[CH:10]=3)[N:5]=[CH:4][N:3]=1)=[CH:39][CH:38]=2)([OH:42])=[O:41], predict the reactants needed to synthesize it. The reactants are: Cl[C:2]1[C:11]2[C:6](=[CH:7][C:8]([O:14][CH2:15][CH2:16][CH2:17][N:18]3[CH2:23][CH2:22][CH2:21][CH2:20][CH2:19]3)=[C:9]([O:12][CH3:13])[CH:10]=2)[N:5]=[CH:4][N:3]=1.C(=O)([O-])[O-].[K+].[K+].[OH:30][C:31]1[CH:32]=[C:33]2[C:37](=[CH:38][CH:39]=1)[NH:36][C:35]([C:40]([OH:42])=[O:41])=[CH:34]2. (5) Given the product [F:25][C@H:24]1[CH2:23][C@H:22]([O:26][CH:27]2[CH2:32][CH2:31][CH2:30][CH2:29][O:28]2)[C@H:21]([CH2:33]/[CH:34]=[CH:35]\[CH2:36][CH2:37][CH2:38][C:39]([O:41][CH:42]([CH3:44])[CH3:43])=[O:40])[C@H:20]1[CH2:19][OH:18], predict the reactants needed to synthesize it. The reactants are: [Si]([O:18][CH2:19][C@H:20]1[C@@H:24]([F:25])[CH2:23][C@H:22]([O:26][CH:27]2[CH2:32][CH2:31][CH2:30][CH2:29][O:28]2)[C@@H:21]1[CH2:33]/[CH:34]=[CH:35]\[CH2:36][CH2:37][CH2:38][C:39]([O:41][CH:42]([CH3:44])[CH3:43])=[O:40])(C(C)(C)C)(C1C=CC=CC=1)C1C=CC=CC=1.CCCC[N+](CCCC)(CCCC)CCCC.[F-].OS([O-])(=O)=O.[K+]. (6) Given the product [CH2:13]([O:15][C:16](=[O:25])[CH:17]=[C:18]([C:10]1[CH:9]=[C:8]2[C:4]([CH:5]=[CH:6][NH:7]2)=[C:3]([O:2][CH3:1])[CH:11]=1)[C:19]1[CH:24]=[CH:23][CH:22]=[CH:21][N:20]=1)[CH3:14], predict the reactants needed to synthesize it. The reactants are: [CH3:1][O:2][C:3]1[CH:11]=[C:10](Br)[CH:9]=[C:8]2[C:4]=1[CH:5]=[CH:6][NH:7]2.[CH2:13]([O:15][C:16](=[O:25])[CH:17]=[CH:18][C:19]1[CH:24]=[CH:23][CH:22]=[CH:21][N:20]=1)[CH3:14].C(OC(=O)C=C(C1C=CC=C2C=1C(C#N)=CN2)C1C=CC=CC=1)C.